This data is from Reaction yield outcomes from USPTO patents with 853,638 reactions. The task is: Predict the reaction yield, written as a fraction of the theoretical maximum amount of product (1.0 means a 100% yield; for example, 0.34 means a 34% yield). (1) The reactants are [O:1]1[C:5]2[CH:6]=[CH:7][C:8]([C:10]3([C:13]([NH:15][C:16]4[CH:17]=[C:18]5[C:22](=[CH:23][CH:24]=4)[NH:21][C:20]([C:25]([O:27]CC)=[O:26])=[CH:19]5)=[O:14])[CH2:12][CH2:11]3)=[CH:9][C:4]=2[O:3][CH2:2]1.[Li+].[OH-].Cl. The catalyst is O.O1CCOCC1. The product is [O:1]1[C:5]2[CH:6]=[CH:7][C:8]([C:10]3([C:13]([NH:15][C:16]4[CH:17]=[C:18]5[C:22](=[CH:23][CH:24]=4)[NH:21][C:20]([C:25]([OH:27])=[O:26])=[CH:19]5)=[O:14])[CH2:12][CH2:11]3)=[CH:9][C:4]=2[O:3][CH2:2]1. The yield is 0.830. (2) The product is [C:13]([O:16][CH:9]1[C:4]2[N:5]=[CH:6][N:7]=[C:2]([Cl:1])[C:3]=2[C@H:11]([CH3:12])[CH2:10]1)(=[O:15])[CH3:14]. No catalyst specified. The reactants are [Cl:1][C:2]1[N:7]=[CH:6][N+:5]([O-])=[C:4]2[CH2:9][CH2:10][C@@H:11]([CH3:12])[C:3]=12.[C:13]([O:16]C(=O)C)(=[O:15])[CH3:14]. The yield is 0.700. (3) The reactants are C(OC(=O)[NH:7][C:8]1([CH2:23][C:24](=[O:30])[C:25]2[S:26][CH:27]=[CH:28][CH:29]=2)[C:16]2[C:11](=[CH:12][CH:13]=[CH:14][CH:15]=2)[N:10]([CH2:17][CH2:18][CH2:19][CH2:20][CH3:21])[C:9]1=[O:22])(C)(C)C.FC(F)(F)C(O)=O.C([O-])(O)=O.[Na+]. The catalyst is C(Cl)Cl. The product is [NH2:7][C:8]1([CH2:23][C:24](=[O:30])[C:25]2[S:26][CH:27]=[CH:28][CH:29]=2)[C:16]2[C:11](=[CH:12][CH:13]=[CH:14][CH:15]=2)[N:10]([CH2:17][CH2:18][CH2:19][CH2:20][CH3:21])[C:9]1=[O:22]. The yield is 0.710. (4) The reactants are [NH:1]1[CH:5]=[C:4]([C:6]2[C:7]3[CH:14]=[CH:13][N:12]([CH2:15][O:16][CH2:17][CH2:18][Si:19]([CH3:22])([CH3:21])[CH3:20])[C:8]=3[N:9]=[CH:10][N:11]=2)[CH:3]=[N:2]1.C(#N)C.[CH2:26]([O:28][CH:29]([O:39][CH2:40][CH3:41])[C:30]1[S:34][CH:33]=[C:32](/[CH:35]=[CH:36]/[C:37]#[N:38])[CH:31]=1)[CH3:27].C1CCN2C(=NCCC2)CC1. The catalyst is O. The product is [CH2:26]([O:28][CH:29]([O:39][CH2:40][CH3:41])[C:30]1[S:34][CH:33]=[C:32]([CH:35]([N:1]2[CH:5]=[C:4]([C:6]3[C:7]4[CH:14]=[CH:13][N:12]([CH2:15][O:16][CH2:17][CH2:18][Si:19]([CH3:22])([CH3:21])[CH3:20])[C:8]=4[N:9]=[CH:10][N:11]=3)[CH:3]=[N:2]2)[CH2:36][C:37]#[N:38])[CH:31]=1)[CH3:27]. The yield is 0.430. (5) The yield is 1.00. The reactants are [Br:1]Br.[F:3][C:4]1[CH:11]=[CH:10][C:7]([CH:8]=[O:9])=[C:6]([OH:12])[CH:5]=1. The product is [Br:1][C:11]1[C:4]([F:3])=[CH:5][C:6]([OH:12])=[C:7]([CH:10]=1)[CH:8]=[O:9]. The catalyst is C(Cl)(Cl)Cl. (6) The reactants are C(=O)([O-])[O-].[K+].[K+].[NH2:7][C:8]1[C:13]2[C:14](=[O:27])[N:15]([C:20]3[CH:25]=[CH:24][C:23]([OH:26])=[CH:22][CH:21]=3)[CH2:16][C@@H:17]([CH3:19])[O:18][C:12]=2[N:11]=[CH:10][N:9]=1.[F:28][C:29]([F:48])([F:47])[S:30](N(C1C=CC=CC=1)[S:30]([C:29]([F:48])([F:47])[F:28])(=[O:32])=[O:31])(=[O:32])=[O:31]. The catalyst is C1COCC1. The product is [F:28][C:29]([F:48])([F:47])[S:30]([O:26][C:23]1[CH:24]=[CH:25][C:20]([N:15]2[C:14](=[O:27])[C:13]3[C:8]([NH2:7])=[N:9][CH:10]=[N:11][C:12]=3[O:18][C@H:17]([CH3:19])[CH2:16]2)=[CH:21][CH:22]=1)(=[O:32])=[O:31]. The yield is 0.613.